Dataset: Reaction yield outcomes from USPTO patents with 853,638 reactions. Task: Predict the reaction yield, written as a fraction of the theoretical maximum amount of product (1.0 means a 100% yield; for example, 0.34 means a 34% yield). The yield is 0.820. The product is [F:1][CH:2]([F:15])[CH2:3][O:4][C:5]1[N:10]=[CH:9][C:8]([CH:11]([NH:22][S@@:20]([C:17]([CH3:19])([CH3:18])[CH3:16])=[O:21])[CH3:12])=[CH:7][C:6]=1[CH3:14]. No catalyst specified. The reactants are [F:1][CH:2]([F:15])[CH2:3][O:4][C:5]1[N:10]=[CH:9][C:8]([C:11](=O)[CH3:12])=[CH:7][C:6]=1[CH3:14].[CH3:16][C:17]([S@:20]([NH2:22])=[O:21])([CH3:19])[CH3:18].